From a dataset of Full USPTO retrosynthesis dataset with 1.9M reactions from patents (1976-2016). Predict the reactants needed to synthesize the given product. Given the product [CH3:28][O:29][C:30](=[O:31])[C:32]1[CH:33]=[CH:34][CH:35]=[C:36]([O:26][C:23]2[CH:22]=[CH:21][C:20]([CH:8]([C:5]3[CH:6]=[CH:7][C:2]([Cl:1])=[CH:3][C:4]=3[CH3:27])[CH2:9][C:10]([C:12]3[CH:13]=[CH:14][C:15](=[O:19])[N:16]([CH3:18])[CH:17]=3)=[O:11])=[CH:25][CH:24]=2)[CH:37]=1, predict the reactants needed to synthesize it. The reactants are: [Cl:1][C:2]1[CH:7]=[CH:6][C:5]([CH:8]([C:20]2[CH:25]=[CH:24][C:23]([OH:26])=[CH:22][CH:21]=2)[CH2:9][C:10]([C:12]2[CH:13]=[CH:14][C:15](=[O:19])[N:16]([CH3:18])[CH:17]=2)=[O:11])=[C:4]([CH3:27])[CH:3]=1.[CH3:28][O:29][C:30]([C:32]1[CH:33]=[C:34](B(O)O)[CH:35]=[CH:36][CH:37]=1)=[O:31].N1C=CC=CC=1.